Dataset: Full USPTO retrosynthesis dataset with 1.9M reactions from patents (1976-2016). Task: Predict the reactants needed to synthesize the given product. Given the product [F:22][C:23]1[CH:28]=[C:27]([F:29])[CH:26]=[CH:25][C:24]=1[CH2:30][CH2:31][C@H:32]1[C:41]2[C:36](=[CH:37][C:38]([O:44][CH3:45])=[C:39]([O:42][CH3:43])[CH:40]=2)[CH2:35][CH2:34][N:33]1[C@H:4]([C:5]1[CH:6]=[CH:7][CH:8]=[CH:9][CH:10]=1)[C:1]([NH2:2])=[O:3], predict the reactants needed to synthesize it. The reactants are: [C:1]([CH:4](OS(C1C=CC(C)=CC=1)(=O)=O)[C:5]1[CH:10]=[CH:9][CH:8]=[CH:7][CH:6]=1)(=[O:3])[NH2:2].[F:22][C:23]1[CH:28]=[C:27]([F:29])[CH:26]=[CH:25][C:24]=1[CH2:30][CH2:31][C@H:32]1[C:41]2[C:36](=[CH:37][C:38]([O:44][CH3:45])=[C:39]([O:42][CH3:43])[CH:40]=2)[CH2:35][CH2:34][NH:33]1.